Dataset: Forward reaction prediction with 1.9M reactions from USPTO patents (1976-2016). Task: Predict the product of the given reaction. (1) Given the reactants C(OC([NH:8][C@@:9]1([C:18]([OH:20])=O)[CH2:11][C@@H:10]1[C:12]1[CH:17]=[CH:16][CH:15]=[CH:14][CH:13]=1)=O)(C)(C)C.[CH2:21]([NH2:24])[CH2:22][CH3:23].CN(C(ON1N=NC2C=CC=NC1=2)=[N+](C)C)C.F[P-](F)(F)(F)(F)F.[F:49][C:50]([F:55])([F:54])[C:51]([OH:53])=[O:52], predict the reaction product. The product is: [F:49][C:50]([F:55])([F:54])[C:51]([OH:53])=[O:52].[NH2:8][C@@:9]1([C:18]([NH:24][CH2:21][CH2:22][CH3:23])=[O:20])[CH2:11][C@@H:10]1[C:12]1[CH:13]=[CH:14][CH:15]=[CH:16][CH:17]=1. (2) Given the reactants Cl[C:2]1[N:7]=[C:6]([NH:8][C@@H:9]2[CH2:14][CH2:13][CH2:12][N:11]([C:15](=[O:18])[CH:16]=[CH2:17])[CH2:10]2)[C:5]([F:19])=[CH:4][N:3]=1.C([O-])([O-])=O.[Cs+].[Cs+].[F:26][C:27]1[CH:32]=[CH:31][C:30]([N:33]2[CH2:41][C:40]3[C:35](=[CH:36][CH:37]=[C:38]([N+:42]([O-])=O)[CH:39]=3)[CH2:34]2)=[CH:29][CH:28]=1.CN(C1C(C2C(P(C3CCCCC3)C3CCCCC3)=CC=CC=2)=CC=CC=1)C, predict the reaction product. The product is: [F:19][C:5]1[C:6]([NH:8][C@@H:9]2[CH2:14][CH2:13][CH2:12][N:11]([C:15](=[O:18])[CH:16]=[CH2:17])[CH2:10]2)=[N:7][C:2]([NH:42][C:38]2[CH:39]=[C:40]3[C:35](=[CH:36][CH:37]=2)[CH2:34][N:33]([C:30]2[CH:31]=[CH:32][C:27]([F:26])=[CH:28][CH:29]=2)[CH2:41]3)=[N:3][CH:4]=1. (3) Given the reactants Br[C:2]1[CH:3]=[N:4][C:5]([NH2:8])=[N:6][CH:7]=1.[Cl:9][C:10]1[CH:15]=[CH:14][C:13](B(O)O)=[C:12]([F:19])[CH:11]=1.C(=O)([O-])[O-].[Na+].[Na+], predict the reaction product. The product is: [Cl:9][C:10]1[CH:15]=[CH:14][C:13]([C:2]2[CH:3]=[N:4][C:5]([NH2:8])=[N:6][CH:7]=2)=[C:12]([F:19])[CH:11]=1. (4) Given the reactants [CH3:1][O:2][C:3]1[C:4](=[O:21])[C:5](=[O:20])[C:6]=1[Sn](CCCC)(CCCC)CCCC.I[C:23]1[CH:24]=[C:25]([NH:29][C:30]([C:32]2[S:33][CH:34]=[CH:35][C:36]=2[NH:37][CH2:38][C:39]2[C:48]3[C:43](=[CH:44][CH:45]=[CH:46][CH:47]=3)[N:42]=[CH:41][CH:40]=2)=[O:31])[CH:26]=[CH:27][CH:28]=1.CCOC(C)=O, predict the reaction product. The product is: [CH3:1][O:2][C:3]1[C:4](=[O:21])[C:5](=[O:20])[C:6]=1[C:27]1[CH:26]=[C:25]([NH:29][C:30]([C:32]2[S:33][CH:34]=[CH:35][C:36]=2[NH:37][CH2:38][C:39]2[C:48]3[C:43](=[CH:44][CH:45]=[CH:46][CH:47]=3)[N:42]=[CH:41][CH:40]=2)=[O:31])[CH:24]=[CH:23][CH:28]=1. (5) Given the reactants C([N:6]1[CH2:11][CH:10]([CH3:12])[CH:9]([NH:13][CH:14]2[CH2:16][CH2:15]2)[CH:8]([CH3:17])[CH2:7]1)(OCC)=O, predict the reaction product. The product is: [CH:14]1([NH:13][CH:9]2[CH:8]([CH3:17])[CH2:7][NH:6][CH2:11][CH:10]2[CH3:12])[CH2:16][CH2:15]1. (6) The product is: [CH3:1][C:2]1[C:3]([NH:12][C@H:13]2[CH2:17][CH2:16][CH2:15][C@@H:14]2[NH:18][C:19](=[O:20])[C:21]2[CH:26]=[CH:25][CH:24]=[CH:23][C:46]=2[C:41]2[N:34]=[CH:47][CH:44]=[CH:43][N:42]=2)=[N:4][CH:5]=[C:6]([C:8]([F:10])([F:11])[F:9])[N:7]=1. Given the reactants [CH3:1][C:2]1[C:3]([NH:12][C@H:13]2[CH2:17][CH2:16][CH2:15][C@@H:14]2[NH:18][C:19]([C:21]2[C:26](N3N=CC=N3)=[CH:25][CH:24]=[CH:23]N=2)=[O:20])=[N:4][CH:5]=[C:6]([C:8]([F:11])([F:10])[F:9])[N:7]=1.Cl.C[N:34]([C:41]1[CH:46]=N[C:44]([C:47](F)(F)F)=[CH:43][N:42]=1)[C@H]1CCC[C@@H]1N.N1C=CC=NC=1C1C=CC=CC=1C(O)=O, predict the reaction product. (7) The product is: [CH2:20]([N:27]1[CH2:18][C@@H:6]([N+:7]([O-:9])=[O:8])[C@H:5]([C:10]2[CH:15]=[CH:14][CH:13]=[CH:12][C:11]=2[F:16])[CH2:4][C:3]1=[O:17])[C:21]1[CH:26]=[CH:25][CH:24]=[CH:23][CH:22]=1. Given the reactants CO[C:3](=[O:17])[CH2:4][CH:5]([C:10]1[CH:15]=[CH:14][CH:13]=[CH:12][C:11]=1[F:16])[CH2:6][N+:7]([O-:9])=[O:8].[CH2:18]=O.[CH2:20]([NH2:27])[C:21]1[CH:26]=[CH:25][CH:24]=[CH:23][CH:22]=1, predict the reaction product. (8) Given the reactants [CH2:1]([O:8][CH2:9][CH2:10][N:11]([CH2:37][CH2:38][CH2:39][CH2:40][O:41][Si](C(C)(C)C)(C)C)[C:12]([C:14]1[NH:15][C:16](=[O:36])[C:17]([O:34][CH3:35])=[C:18]2[C:23]=1[CH2:22][CH2:21][N:20]([CH2:24][C:25]1[CH:30]=[CH:29][C:28]([F:31])=[C:27]([Cl:32])[CH:26]=1)[C:19]2=[O:33])=[O:13])[C:2]1[CH:7]=[CH:6][CH:5]=[CH:4][CH:3]=1.[F-].C([N+](CCCC)(CCCC)CCCC)CCC, predict the reaction product. The product is: [CH2:1]([O:8][CH2:9][CH2:10][N:11]([CH2:37][CH2:38][CH2:39][CH2:40][OH:41])[C:12]([C:14]1[NH:15][C:16](=[O:36])[C:17]([O:34][CH3:35])=[C:18]2[C:23]=1[CH2:22][CH2:21][N:20]([CH2:24][C:25]1[CH:30]=[CH:29][C:28]([F:31])=[C:27]([Cl:32])[CH:26]=1)[C:19]2=[O:33])=[O:13])[C:2]1[CH:3]=[CH:4][CH:5]=[CH:6][CH:7]=1. (9) Given the reactants [CH3:1][O:2][C:3]([C@@H:5]1[C@@H:10]([C:11]([N:13]2[CH2:17][CH2:16][C@H:15]([C:18]3[CH:23]=[CH:22][CH:21]=[CH:20][CH:19]=3)[CH2:14]2)=[O:12])[CH2:9][CH2:8][NH:7][CH2:6]1)=[O:4].C(#N)C.C(N(CC)CC)C.[CH3:34][S:35][C:36](SC)=[CH:37][N+:38]([O-:40])=[O:39], predict the reaction product. The product is: [CH3:34][S:35]/[C:36](/[N:7]1[CH2:8][CH2:9][C@H:10]([C:11]([N:13]2[CH2:17][CH2:16][C@H:15]([C:18]3[CH:23]=[CH:22][CH:21]=[CH:20][CH:19]=3)[CH2:14]2)=[O:12])[C@@H:5]([C:3]([O:2][CH3:1])=[O:4])[CH2:6]1)=[CH:37]\[N+:38]([O-:40])=[O:39]. (10) Given the reactants O.[NH2:2][NH2:3].[Cl:4][C:5]1[C:10]([C:11](=O)[CH:12]([CH3:14])[CH3:13])=[C:9](Cl)[CH:8]=[CH:7][N:6]=1, predict the reaction product. The product is: [Cl:4][C:5]1[C:10]2[C:11]([CH:12]([CH3:14])[CH3:13])=[N:2][NH:3][C:9]=2[CH:8]=[CH:7][N:6]=1.